From a dataset of Forward reaction prediction with 1.9M reactions from USPTO patents (1976-2016). Predict the product of the given reaction. (1) Given the reactants [CH:1]1([C:7]([C:9]2[CH:14]=[C:13]([O:15][Si](C(C)C)(C(C)C)C(C)C)[CH:12]=[C:11]([Cl:26])[C:10]=2[OH:27])=[O:8])[CH2:6][CH2:5][CH2:4][CH2:3][CH2:2]1.S(OC)(O[CH3:32])(=O)=O.[OH-].[Na+], predict the reaction product. The product is: [CH:1]1([C:7]([C:9]2[CH:14]=[C:13]([OH:15])[CH:12]=[C:11]([Cl:26])[C:10]=2[O:27][CH3:32])=[O:8])[CH2:2][CH2:3][CH2:4][CH2:5][CH2:6]1. (2) The product is: [F:6][C:7]1[CH:15]=[C:14]([N+:16]([O-:18])=[O:17])[CH:13]=[CH:12][C:8]=1[C:9]([O:5][C:1]([CH3:4])([CH3:3])[CH3:2])=[O:10]. Given the reactants [C:1]([OH:5])([CH3:4])([CH3:3])[CH3:2].[F:6][C:7]1[CH:15]=[C:14]([N+:16]([O-:18])=[O:17])[CH:13]=[CH:12][C:8]=1[C:9](O)=[O:10].C1(C)C=CC(S(Cl)(=O)=O)=CC=1, predict the reaction product. (3) Given the reactants [Cl:1][C:2]1[CH:11]=[CH:10][C:5]2[N:6]=[C:7](S)[S:8][C:4]=2[C:3]=1[Cl:12].S(Cl)([Cl:15])=O, predict the reaction product. The product is: [Cl:15][C:7]1[S:8][C:4]2[C:3]([Cl:12])=[C:2]([Cl:1])[CH:11]=[CH:10][C:5]=2[N:6]=1. (4) The product is: [CH2:43]([N:5]([CH2:1][CH2:2][CH2:3][CH3:4])[C:6]1[CH:11]=[CH:10][C:9]([CH:12]=[CH:13][C:14]2[C:15]([CH3:40])=[CH:16][C:17]([CH2:21][OH:22])=[C:18]([CH3:20])[CH:19]=2)=[C:8]([O:41][CH3:42])[CH:7]=1)[CH2:44][CH2:45][CH3:46]. Given the reactants [CH2:1]([N:5]([CH2:43][CH2:44][CH2:45][CH3:46])[C:6]1[CH:11]=[CH:10][C:9]([CH:12]=[CH:13][C:14]2[CH:19]=[C:18]([CH3:20])[C:17]([CH2:21][O:22][Si](C(C)(C)C)(C3C=CC=CC=3)C3C=CC=CC=3)=[CH:16][C:15]=2[CH3:40])=[C:8]([O:41][CH3:42])[CH:7]=1)[CH2:2][CH2:3][CH3:4].[F-].C([N+](CCCC)(CCCC)CCCC)CCC.O.C(OCC)(=O)C, predict the reaction product.